This data is from Full USPTO retrosynthesis dataset with 1.9M reactions from patents (1976-2016). The task is: Predict the reactants needed to synthesize the given product. (1) Given the product [CH2:16]([O:15][C:10](=[O:14])[C:11]([C:2]1[CH:7]=[CH:6][CH:5]=[C:4]([O:8][CH3:9])[N:3]=1)([CH3:13])[CH3:12])[CH3:17], predict the reactants needed to synthesize it. The reactants are: Br[C:2]1[CH:7]=[CH:6][CH:5]=[C:4]([O:8][CH3:9])[N:3]=1.[C:10]([O:15][CH2:16][CH3:17])(=[O:14])[CH:11]([CH3:13])[CH3:12].C1COCC1.[Li+].C[Si]([N-][Si](C)(C)C)(C)C. (2) Given the product [Cl:1][C:26]1[N:18]([CH2:17][CH:14]2[CH2:16][CH2:15]2)[C:19]2[C:24]([N:25]=1)=[C:23]([N:27]1[CH2:28][CH2:29][O:30][CH2:31][CH2:32]1)[N:22]=[C:21]([C:33]1[CH:38]=[N:37][C:36]([CH2:39][NH:40][C:41](=[O:47])[O:42][C:43]([CH3:44])([CH3:46])[CH3:45])=[N:35][CH:34]=1)[N:20]=2, predict the reactants needed to synthesize it. The reactants are: [Cl:1]N1C(=O)CCC1=O.CN(C)C=O.[CH:14]1([CH2:17][N:18]2[CH:26]=[N:25][C:24]3[C:19]2=[N:20][C:21]([C:33]2[CH:34]=[N:35][C:36]([CH2:39][NH:40][C:41](=[O:47])[O:42][C:43]([CH3:46])([CH3:45])[CH3:44])=[N:37][CH:38]=2)=[N:22][C:23]=3[N:27]2[CH2:32][CH2:31][O:30][CH2:29][CH2:28]2)[CH2:16][CH2:15]1. (3) Given the product [S:41]1[CH:45]=[C:44]([CH2:46][N:47]2[CH2:51][C@@H:50]([C:52]3[CH:57]=[CH:56][C:55]([F:58])=[C:54]([F:59])[CH:53]=3)[C@H:49]([NH:60][C:15]([NH:14][C:11]3[N:10]([C:24]4[CH:25]=[CH:26][CH:27]=[CH:28][CH:29]=4)[N:9]=[C:8]([C:6]4[N:5]=[CH:4][N:3]([CH3:2])[CH:7]=4)[C:12]=3[CH3:13])=[O:17])[CH2:48]2)[N:43]=[N:42]1, predict the reactants needed to synthesize it. The reactants are: [Cl-].[CH3:2][N:3]1[CH:7]=[C:6]([C:8]2[C:12]([CH3:13])=[C:11]([NH:14][C:15]([O:17]C3C=CC=CC=3)=O)[N:10]([C:24]3[CH:29]=[CH:28][CH:27]=[CH:26][CH:25]=3)[N:9]=2)[N+:5](C(OC2C=CC=CC=2)=O)=[CH:4]1.Cl.Cl.[S:41]1[CH:45]=[C:44]([CH2:46][N:47]2[CH2:51][C@@H:50]([C:52]3[CH:57]=[CH:56][C:55]([F:58])=[C:54]([F:59])[CH:53]=3)[C@H:49]([NH2:60])[CH2:48]2)[N:43]=[N:42]1. (4) Given the product [Br:15][C:16]1[CH:21]=[C:20]([N:1]2[C:5]3[CH2:6][O:7][CH2:8][CH2:9][C:4]=3[C:3]([C:10]([O:12][CH2:13][CH3:14])=[O:11])=[N:2]2)[CH:19]=[CH:18][CH:17]=1, predict the reactants needed to synthesize it. The reactants are: [NH:1]1[C:5]2[CH2:6][O:7][CH2:8][CH2:9][C:4]=2[C:3]([C:10]([O:12][CH2:13][CH3:14])=[O:11])=[N:2]1.[Br:15][C:16]1[CH:17]=[C:18](B(O)O)[CH:19]=[CH:20][CH:21]=1.